The task is: Predict which catalyst facilitates the given reaction.. This data is from Catalyst prediction with 721,799 reactions and 888 catalyst types from USPTO. (1) Reactant: NO.C1C2C(=CC=C(C(OC)=[O:14])C=2)C=CC=1C(OC)=O.C[NH:22][C:23]([C:25]1[CH:26]=[C:27]2[C:32](=[CH:33][CH:34]=1)[CH:31]=[C:30]([C:35]([O:37][CH3:38])=[O:36])[CH:29]=[CH:28]2)=[O:24]. Product: [OH:14][NH:22][C:23]([C:25]1[CH:26]=[C:27]2[C:32](=[CH:33][CH:34]=1)[CH:31]=[C:30]([C:35]([O:37][CH3:38])=[O:36])[CH:29]=[CH:28]2)=[O:24]. The catalyst class is: 623. (2) Reactant: FC(F)(F)C(O)=O.[F:8][C:9]1[CH:14]=[C:13]([S:15]([CH3:18])(=[O:17])=[O:16])[CH:12]=[CH:11][C:10]=1[C:19]1[CH:20]=[CH:21][C:22]2[O:26][C:25]([CH:27]3[CH2:32][CH2:31][NH:30][CH2:29][CH2:28]3)=[N:24][C:23]=2[CH:33]=1.Cl[C:35]([O:37][CH:38]([CH3:40])[CH3:39])=[O:36].C1(C)C=CC=CC=1. Product: [F:8][C:9]1[CH:14]=[C:13]([S:15]([CH3:18])(=[O:16])=[O:17])[CH:12]=[CH:11][C:10]=1[C:19]1[CH:20]=[CH:21][C:22]2[O:26][C:25]([CH:27]3[CH2:32][CH2:31][N:30]([C:35]([O:37][CH:38]([CH3:40])[CH3:39])=[O:36])[CH2:29][CH2:28]3)=[N:24][C:23]=2[CH:33]=1. The catalyst class is: 34. (3) Reactant: Br[C:2]1[CH:3]=[C:4]([N:8]([CH:10]2[CH2:12][CH2:11]2)[CH3:9])[CH:5]=[CH:6][CH:7]=1.C(N(CC)CC)C.[CH3:20][Si:21]([C:24]#[CH:25])([CH3:23])[CH3:22].C(OCC)(=O)C. Product: [CH:10]1([N:8]([CH3:9])[C:4]2[CH:5]=[CH:6][CH:7]=[C:2]([C:25]#[C:24][Si:21]([CH3:23])([CH3:22])[CH3:20])[CH:3]=2)[CH2:12][CH2:11]1. The catalyst class is: 730. (4) The catalyst class is: 417. Reactant: [Cl:1][C:2]1[C:11]2[C:6](=[CH:7][CH:8]=[CH:9][CH:10]=2)[N:5]=[CH:4][C:3]=1[NH2:12].[Br:13][CH2:14][CH2:15][CH2:16][C:17](Cl)=[O:18]. Product: [Br:13][CH2:14][CH2:15][CH2:16][C:17]([NH:12][C:3]1[CH:4]=[N:5][C:6]2[C:11]([C:2]=1[Cl:1])=[CH:10][CH:9]=[CH:8][CH:7]=2)=[O:18].